Dataset: Reaction yield outcomes from USPTO patents with 853,638 reactions. Task: Predict the reaction yield, written as a fraction of the theoretical maximum amount of product (1.0 means a 100% yield; for example, 0.34 means a 34% yield). (1) The product is [F:9][C:10]1[CH:11]=[N:12][CH:13]=[C:14]([F:29])[C:15]=1[C:2]1[CH:3]=[CH:4][C:5]([NH2:8])=[CH:6][N:7]=1. No catalyst specified. The yield is 0.500. The reactants are Br[C:2]1[N:7]=[CH:6][C:5]([NH2:8])=[CH:4][CH:3]=1.[F:9][C:10]1[CH:11]=[N:12][CH:13]=[C:14]([F:29])[C:15]=1[Sn](CCCC)(CCCC)CCCC. (2) The reactants are Cl.[NH2:2][C:3]1[C:4](=[O:11])[N:5]([CH3:10])[CH:6]=[CH:7][C:8]=1[OH:9].Cl[CH2:13][C:14](Cl)=[O:15].N1C=CC=CC=1.OS([O-])(=O)=O.[K+].C(=O)([O-])[O-].[Cs+].[Cs+]. The yield is 0.247. The catalyst is C(Cl)Cl.CC(=O)OCC.C(O)(C)C.O. The product is [CH3:10][N:5]1[CH:6]=[CH:7][C:8]2[O:9][CH2:13][C:14](=[O:15])[NH:2][C:3]=2[C:4]1=[O:11].